Dataset: Full USPTO retrosynthesis dataset with 1.9M reactions from patents (1976-2016). Task: Predict the reactants needed to synthesize the given product. (1) Given the product [CH:47]([N:42]1[C:41]([C:35]2[N:34]=[C:33]3[N:37]([CH2:38][CH2:39][O:40][C:31]4[CH:30]=[C:29]([CH:12]5[CH2:11][CH2:10][CH2:9][NH:8]5)[CH:51]=[CH:50][C:32]=43)[CH:36]=2)=[N:45][C:44]([CH3:46])=[N:43]1)([CH3:49])[CH3:48], predict the reactants needed to synthesize it. The reactants are: C(OC([N:8]1[CH2:12][CH2:11][CH2:10][CH2:9]1)=O)(C)(C)C.CN(C)CCN(C)C.C([Li])(CC)C.N#N.Br[C:29]1[CH:51]=[CH:50][C:32]2[C:33]3[N:37]([CH2:38][CH2:39][O:40][C:31]=2[CH:30]=1)[CH:36]=[C:35]([C:41]1[N:42]([CH:47]([CH3:49])[CH3:48])[N:43]=[C:44]([CH3:46])[N:45]=1)[N:34]=3.F[B-](F)(F)F.C([PH+](C(C)(C)C)C(C)(C)C)(C)(C)C. (2) Given the product [Cl:17][C:11]1[CH:10]=[C:9]([C:6]2[CH:7]=[CH:8][N:4]([CH2:3][C@H:2]([NH:1][C:33]([C:30]3[NH:29][C:28]([CH2:27][NH:26][C:24](=[O:25])[O:23][C:19]([CH3:21])([CH3:20])[CH3:22])=[N:32][CH:31]=3)=[O:34])[CH3:18])[N:5]=2)[CH:16]=[CH:15][C:12]=1[C:13]#[N:14], predict the reactants needed to synthesize it. The reactants are: [NH2:1][C@H:2]([CH3:18])[CH2:3][N:4]1[CH:8]=[CH:7][C:6]([C:9]2[CH:16]=[CH:15][C:12]([C:13]#[N:14])=[C:11]([Cl:17])[CH:10]=2)=[N:5]1.[C:19]([O:23][C:24]([NH:26][CH2:27][C:28]1[NH:29][C:30]([C:33](O)=[O:34])=[CH:31][N:32]=1)=[O:25])([CH3:22])([CH3:21])[CH3:20].